Task: Regression. Given a peptide amino acid sequence and an MHC pseudo amino acid sequence, predict their binding affinity value. This is MHC class I binding data.. Dataset: Peptide-MHC class I binding affinity with 185,985 pairs from IEDB/IMGT The peptide sequence is KYIQYGVYI. The MHC is Mamu-A20102 with pseudo-sequence Mamu-A20102. The binding affinity (normalized) is 0.